Task: Predict which catalyst facilitates the given reaction.. Dataset: Catalyst prediction with 721,799 reactions and 888 catalyst types from USPTO (1) Reactant: [NH:1]1[CH2:6][CH2:5][CH:4]([OH:7])[CH2:3][CH2:2]1.[C:8]([O:12][C:13](=O)[O:14]C(C)(C)C)([CH3:11])([CH3:10])[CH3:9]. Product: [C:8]([O:12][C:13]([N:1]1[CH2:6][CH2:5][CH:4]([OH:7])[CH2:3][CH2:2]1)=[O:14])([CH3:11])([CH3:10])[CH3:9]. The catalyst class is: 7. (2) Reactant: C1(C)C=CC=CC=1.[CH3:8][C@H:9]1[CH2:14][C@@H:13]([OH:15])[C@H:12]([C:16]([CH3:18])=[CH2:17])[CH2:11][CH2:10]1. Product: [CH3:8][C@@H:9]1[CH2:14][C@H:13]([OH:15])[C@@H:12]([C:16]([CH3:18])=[CH2:17])[CH2:11][CH2:10]1. The catalyst class is: 6. (3) The catalyst class is: 5. Product: [Cl:1][CH2:2][CH2:3][CH2:4][O:5][C:6]1[CH:7]=[CH:8][C:9]([CH2:10][C@@H:11]([C:23]([OH:25])=[O:24])[NH:12][C:13](=[O:22])[C:14]2[C:15]([Cl:21])=[CH:16][CH:17]=[CH:18][C:19]=2[Cl:20])=[CH:27][CH:28]=1. Reactant: [Cl:1][CH2:2][CH2:3][CH2:4][O:5][C:6]1[CH:28]=[CH:27][C:9]([CH2:10][C@@H:11]([C:23]([O:25]C)=[O:24])[NH:12][C:13](=[O:22])[C:14]2[C:19]([Cl:20])=[CH:18][CH:17]=[CH:16][C:15]=2[Cl:21])=[CH:8][CH:7]=1.O.[OH-].[Li+].O. (4) Reactant: CC(C)([O-])C.[K+].C1COCC1.[CH3:12][C:13]1([CH3:25])[C:17]([CH3:19])([CH3:18])[O:16][B:15]([C:20]2[CH:21]=[N:22][NH:23][CH:24]=2)[O:14]1.Br[CH2:27][CH2:28][O:29][Si:30]([C:33]([CH3:36])([CH3:35])[CH3:34])([CH3:32])[CH3:31]. Product: [Si:30]([O:29][CH2:28][CH2:27][N:23]1[CH:24]=[C:20]([B:15]2[O:16][C:17]([CH3:18])([CH3:19])[C:13]([CH3:25])([CH3:12])[O:14]2)[CH:21]=[N:22]1)([C:33]([CH3:36])([CH3:35])[CH3:34])([CH3:32])[CH3:31]. The catalyst class is: 42. (5) Reactant: [NH2:1][CH2:2][CH2:3][CH2:4][N:5]1[CH:9]=[CH:8][N:7]=[CH:6]1.[CH2:10]([N:19]=[C:20]=[O:21])[CH2:11][CH2:12][CH2:13][CH2:14][CH2:15][N:16]=[C:17]=[O:18]. Product: [CH2:10]([N:19]=[C:20]=[O:21])[CH2:11][CH2:12][CH2:13][CH2:14][CH2:15][N:16]=[C:17]=[O:18].[NH2:1][CH2:2][CH2:3][CH2:4][N:5]1[CH:9]=[CH:8][N:7]=[CH:6]1. The catalyst class is: 10. (6) Product: [Br:1][C:2]1[CH:7]=[CH:6][C:5]([C:15]2([OH:14])[CH2:16][CH2:17][N:18]([C:21]([O:23][C:24]([CH3:26])([CH3:25])[CH3:27])=[O:22])[CH2:19][CH2:20]2)=[CH:4][CH:3]=1. The catalyst class is: 7. Reactant: [Br:1][C:2]1[CH:7]=[CH:6][C:5](I)=[CH:4][CH:3]=1.C([Li])CCC.[O:14]=[C:15]1[CH2:20][CH2:19][N:18]([C:21]([O:23][C:24]([CH3:27])([CH3:26])[CH3:25])=[O:22])[CH2:17][CH2:16]1.